This data is from Forward reaction prediction with 1.9M reactions from USPTO patents (1976-2016). The task is: Predict the product of the given reaction. (1) Given the reactants [Cl:1][C:2]1[CH:7]=[CH:6][CH:5]=[C:4]([Cl:8])[C:3]=1[C:9]1[S:10][CH:11]=[C:12](/[CH:14]=[CH:15]/[C:16]([OH:18])=O)[N:13]=1.C(Cl)(=O)C([Cl:22])=O, predict the reaction product. The product is: [Cl:1][C:2]1[CH:7]=[CH:6][CH:5]=[C:4]([Cl:8])[C:3]=1[C:9]1[S:10][CH:11]=[C:12](/[CH:14]=[CH:15]/[C:16]([Cl:22])=[O:18])[N:13]=1. (2) Given the reactants [NH2:1][CH:2]1[CH2:7][CH2:6][N:5]([C:8]([O:10][C:11]([CH3:14])([CH3:13])[CH3:12])=[O:9])[CH2:4][CH2:3]1.C(N(CC)C(C)C)(C)C.[Cl:24][C:25]1[CH:30]=[C:29](Cl)[N:28]=[C:27]([C:32]([F:35])([F:34])[F:33])[N:26]=1, predict the reaction product. The product is: [Cl:24][C:25]1[N:26]=[C:27]([C:32]([F:35])([F:34])[F:33])[N:28]=[C:29]([NH:1][CH:2]2[CH2:3][CH2:4][N:5]([C:8]([O:10][C:11]([CH3:14])([CH3:13])[CH3:12])=[O:9])[CH2:6][CH2:7]2)[CH:30]=1.